Dataset: NCI-60 drug combinations with 297,098 pairs across 59 cell lines. Task: Regression. Given two drug SMILES strings and cell line genomic features, predict the synergy score measuring deviation from expected non-interaction effect. (1) Drug 1: COC1=C(C=C2C(=C1)N=CN=C2NC3=CC(=C(C=C3)F)Cl)OCCCN4CCOCC4. Drug 2: CC1OCC2C(O1)C(C(C(O2)OC3C4COC(=O)C4C(C5=CC6=C(C=C35)OCO6)C7=CC(=C(C(=C7)OC)O)OC)O)O. Cell line: HCC-2998. Synergy scores: CSS=35.7, Synergy_ZIP=2.13, Synergy_Bliss=8.92, Synergy_Loewe=11.0, Synergy_HSA=12.1. (2) Cell line: COLO 205. Drug 1: CCCS(=O)(=O)NC1=C(C(=C(C=C1)F)C(=O)C2=CNC3=C2C=C(C=N3)C4=CC=C(C=C4)Cl)F. Drug 2: CC1=C(C(CCC1)(C)C)C=CC(=CC=CC(=CC(=O)O)C)C. Synergy scores: CSS=47.3, Synergy_ZIP=17.5, Synergy_Bliss=13.9, Synergy_Loewe=-12.5, Synergy_HSA=6.64. (3) Drug 1: C1=NC2=C(N1)C(=S)N=C(N2)N. Drug 2: C#CCC(CC1=CN=C2C(=N1)C(=NC(=N2)N)N)C3=CC=C(C=C3)C(=O)NC(CCC(=O)O)C(=O)O. Cell line: CAKI-1. Synergy scores: CSS=46.8, Synergy_ZIP=-0.0991, Synergy_Bliss=0.754, Synergy_Loewe=2.18, Synergy_HSA=1.50. (4) Drug 1: C1=NC2=C(N1)C(=S)N=C(N2)N. Drug 2: C1=NC2=C(N=C(N=C2N1C3C(C(C(O3)CO)O)F)Cl)N. Cell line: DU-145. Synergy scores: CSS=41.5, Synergy_ZIP=-1.46, Synergy_Bliss=-1.53, Synergy_Loewe=0.000882, Synergy_HSA=3.00. (5) Drug 1: CN(C)N=NC1=C(NC=N1)C(=O)N. Drug 2: CCN(CC)CCCC(C)NC1=C2C=C(C=CC2=NC3=C1C=CC(=C3)Cl)OC. Cell line: SNB-19. Synergy scores: CSS=21.3, Synergy_ZIP=-3.83, Synergy_Bliss=3.26, Synergy_Loewe=-5.00, Synergy_HSA=1.10. (6) Drug 1: C1CCN(CC1)CCOC2=CC=C(C=C2)C(=O)C3=C(SC4=C3C=CC(=C4)O)C5=CC=C(C=C5)O. Drug 2: C1CC(=O)NC(=O)C1N2C(=O)C3=CC=CC=C3C2=O. Cell line: SW-620. Synergy scores: CSS=0.844, Synergy_ZIP=3.89, Synergy_Bliss=3.95, Synergy_Loewe=0.688, Synergy_HSA=0.254.